From a dataset of Reaction yield outcomes from USPTO patents with 853,638 reactions. Predict the reaction yield, written as a fraction of the theoretical maximum amount of product (1.0 means a 100% yield; for example, 0.34 means a 34% yield). (1) The reactants are [Br:1]NC(=O)C.[F:6][C:7]1[CH:12]=[CH:11][C:10]([C:13]2[C:14]3[CH:21]=[CH:20][C:19]([O:22][CH3:23])=[CH:18][C:15]=3[S:16][CH:17]=2)=[CH:9][CH:8]=1. The catalyst is C(O)C.C(Cl)Cl. The product is [Br:1][C:17]1[S:16][C:15]2[CH:18]=[C:19]([O:22][CH3:23])[CH:20]=[CH:21][C:14]=2[C:13]=1[C:10]1[CH:11]=[CH:12][C:7]([F:6])=[CH:8][CH:9]=1. The yield is 0.890. (2) The reactants are [Cl:1][C:2]1[C:10]([F:11])=[CH:9][C:5]([C:6]([OH:8])=O)=[C:4]([NH:12][C:13](=O)[CH2:14][CH3:15])[CH:3]=1.P(OC1C=CC=CC=1)(OC1C=CC=CC=1)OC1C=CC=CC=1.[CH2:39]([NH2:47])[CH2:40][C:41]1[CH:46]=[CH:45][CH:44]=[CH:43][CH:42]=1. The catalyst is N1C=CC=CC=1.C(OCC)(=O)C. The product is [Cl:1][C:2]1[CH:3]=[C:4]2[C:5]([C:6](=[O:8])[N:47]([CH2:39][CH2:40][C:41]3[CH:46]=[CH:45][CH:44]=[CH:43][CH:42]=3)[C:13]([CH2:14][CH3:15])=[N:12]2)=[CH:9][C:10]=1[F:11]. The yield is 0.272. (3) The reactants are [CH3:1][S:2]([NH:5][C:6]1[CH:7]=[C:8]([C:12]2[N:13]=[C:14]3[C:20]4[CH:21]=[CH:22][CH:23]=[CH:24][C:19]=4[NH:18][C:17]4[N:25]=[CH:26][CH:27]=[CH:28][C:16]=4[N:15]3[C:29]=2[C:30]2[CH:35]=[CH:34][C:33]([C:36]3([NH:40]C(=O)OC(C)(C)C)[CH2:39][CH2:38][CH2:37]3)=[CH:32][CH:31]=2)[CH:9]=[CH:10][CH:11]=1)(=[O:4])=[O:3].[ClH:48].O1CCOCC1. The catalyst is C(Cl)Cl. The product is [ClH:48].[ClH:48].[ClH:48].[NH2:40][C:36]1([C:33]2[CH:32]=[CH:31][C:30]([C:29]3[N:15]4[C:16]5[CH:28]=[CH:27][CH:26]=[N:25][C:17]=5[NH:18][C:19]5[CH:24]=[CH:23][CH:22]=[CH:21][C:20]=5[C:14]4=[N:13][C:12]=3[C:8]3[CH:7]=[C:6]([NH:5][S:2]([CH3:1])(=[O:4])=[O:3])[CH:11]=[CH:10][CH:9]=3)=[CH:35][CH:34]=2)[CH2:39][CH2:38][CH2:37]1. The yield is 0.897. (4) The reactants are [C:1]1([C:7]2[NH:11][CH:10]=[C:9]([C:12]([O:14][CH3:15])=[O:13])[C:8]=2[CH2:16][CH2:17][CH3:18])[CH:6]=[CH:5][CH:4]=[CH:3][CH:2]=1.[H-].[Na+].[C:21]1([S:27](Cl)(=[O:29])=[O:28])[CH:26]=[CH:25][CH:24]=[CH:23][CH:22]=1. No catalyst specified. The product is [C:1]1([C:7]2[N:11]([S:27]([C:21]3[CH:26]=[CH:25][CH:24]=[CH:23][CH:22]=3)(=[O:29])=[O:28])[CH:10]=[C:9]([C:12]([O:14][CH3:15])=[O:13])[C:8]=2[CH2:16][CH2:17][CH3:18])[CH:2]=[CH:3][CH:4]=[CH:5][CH:6]=1. The yield is 0.690.